Predict which catalyst facilitates the given reaction. From a dataset of Catalyst prediction with 721,799 reactions and 888 catalyst types from USPTO. (1) Reactant: [CH3:1][O-].[Na+].CI.[S:6]1[C:18]2[C:17]3[CH:16]=[CH:15][CH:14]=[CH:13][C:12]=3[N:11]=[CH:10][C:9]=2[N:8]=[C:7]1[SH:19]. Product: [CH3:1][S:19][C:7]1[S:6][C:18]2[C:17]3[CH:16]=[CH:15][CH:14]=[CH:13][C:12]=3[N:11]=[CH:10][C:9]=2[N:8]=1. The catalyst class is: 5. (2) Reactant: [N+:1]([C:4]1[CH:5]=[C:6]([N:10]2[CH2:15][CH2:14][NH:13][CH2:12][CH2:11]2)[CH:7]=[CH:8][CH:9]=1)([O-])=O.C(N(CC)CC)C.[CH3:23][S:24](Cl)(=[O:26])=[O:25]. Product: [CH3:23][S:24]([N:13]1[CH2:14][CH2:15][N:10]([C:6]2[CH:5]=[C:4]([NH2:1])[CH:9]=[CH:8][CH:7]=2)[CH2:11][CH2:12]1)(=[O:26])=[O:25]. The catalyst class is: 4. (3) Reactant: Br[C:2]1[C:7]([N+:8]([O-:10])=[O:9])=[CH:6][CH:5]=[C:4]([O:11][CH2:12][CH3:13])[N:3]=1.[C-:14]#[N:15].[K+]. Product: [CH2:12]([O:11][C:4]1[N:3]=[C:2]([C:14]#[N:15])[C:7]([N+:8]([O-:10])=[O:9])=[CH:6][CH:5]=1)[CH3:13]. The catalyst class is: 9. (4) Reactant: C1(C2CC2C(Cl)=O)C=CC=CC=1.[C:13]1([CH:19]2[CH2:21][CH:20]2[C:22]([N:24]=[C:25]=[S:26])=[O:23])[CH:18]=[CH:17][CH:16]=[CH:15][CH:14]=1.[CH3:27][O:28][C:29]1[CH:30]=[C:31]2[C:36](=[CH:37][C:38]=1[O:39][CH3:40])[N:35]=[CH:34][N:33]=[C:32]2[O:41][C:42]1[CH:48]=[CH:47][C:45]([NH2:46])=[CH:44][CH:43]=1.C1(C)C=CC=CC=1. Product: [C:13]1([CH:19]2[CH2:21][CH:20]2[C:22]([N:24]=[C:25]=[S:26])=[O:23])[CH:18]=[CH:17][CH:16]=[CH:15][CH:14]=1.[CH3:27][O:28][C:29]1[CH:30]=[C:31]2[C:36](=[CH:37][C:38]=1[O:39][CH3:40])[N:35]=[CH:34][N:33]=[C:32]2[O:41][C:42]1[CH:48]=[CH:47][C:45]([NH:46][C:25]([NH:24][C:22]([CH:20]2[CH2:21][CH:19]2[C:13]2[CH:18]=[CH:17][CH:16]=[CH:15][CH:14]=2)=[O:23])=[S:26])=[CH:44][CH:43]=1. The catalyst class is: 8. (5) Reactant: Cl[C:2]1[N:3]=[C:4]([N:22]2[CH2:27][CH2:26][O:25][CH2:24][CH2:23]2)[C:5]2[N:10]=[C:9]([CH2:11][N:12]3[CH2:15][CH:14]([N:16]4[CH2:21][CH2:20][O:19][CH2:18][CH2:17]4)[CH2:13]3)[S:8][C:6]=2[N:7]=1.[CH3:28][C:29]1[O:30][C:31]2[CH:46]=[CH:45][CH:44]=[CH:43][C:32]=2[C:33]=1B1OC(C)(C)C(C)(C)O1.C([O-])([O-])=O.[Cs+].[Cs+]. Product: [CH3:28][C:29]1[O:30][C:31]2[CH:46]=[CH:45][CH:44]=[CH:43][C:32]=2[C:33]=1[C:2]1[N:3]=[C:4]([N:22]2[CH2:27][CH2:26][O:25][CH2:24][CH2:23]2)[C:5]2[N:10]=[C:9]([CH2:11][N:12]3[CH2:15][CH:14]([N:16]4[CH2:21][CH2:20][O:19][CH2:18][CH2:17]4)[CH2:13]3)[S:8][C:6]=2[N:7]=1. The catalyst class is: 70. (6) Reactant: [CH3:1][O:2][N:3]([CH3:23])[C:4]([C:6]1[C:10]2[CH2:11][CH2:12][CH2:13][C:14]3[C:15](=[N:16][C:17]([O:20]C)=[N:18][CH:19]=3)[C:9]=2[N:8]([CH3:22])[N:7]=1)=[O:5].[I-].[Na+].C[Si](Cl)(C)C. The catalyst class is: 23. Product: [OH:20][C:17]1[N:16]=[C:15]2[C:9]3[N:8]([CH3:22])[N:7]=[C:6]([C:4]([N:3]([O:2][CH3:1])[CH3:23])=[O:5])[C:10]=3[CH2:11][CH2:12][CH2:13][C:14]2=[CH:19][N:18]=1. (7) Reactant: [NH2:1][CH2:2][C:3]([CH3:16])([O:5][C:6]1[CH:15]=[CH:14][C:9]([C:10]([O:12][CH3:13])=[O:11])=[CH:8][CH:7]=1)[CH3:4].C(N(CC)CC)C.[F:24][C:25]([F:36])([F:35])[C:26](O[C:26](=[O:27])[C:25]([F:36])([F:35])[F:24])=[O:27].O. Product: [F:24][C:25]([F:36])([F:35])[C:26]([NH:1][CH2:2][C:3]([CH3:16])([O:5][C:6]1[CH:15]=[CH:14][C:9]([C:10]([O:12][CH3:13])=[O:11])=[CH:8][CH:7]=1)[CH3:4])=[O:27]. The catalyst class is: 2.